From a dataset of Full USPTO retrosynthesis dataset with 1.9M reactions from patents (1976-2016). Predict the reactants needed to synthesize the given product. Given the product [CH3:1][C:2]1[CH:7]=[C:6]([CH3:8])[CH:5]=[CH:4][C:3]=1[NH:9][C:10](=[O:33])[CH2:11][C@@H:12]([C:17]1[C:21]([CH:22]2[CH2:24][CH2:23]2)=[C:20]([CH:25]2[CH2:28][CH:27]([CH2:29][CH:30]([CH3:31])[CH3:32])[CH2:26]2)[O:19][N:18]=1)[CH2:13][CH2:14][C:15]1[NH:48][N:47]=[N:46][N:16]=1, predict the reactants needed to synthesize it. The reactants are: [CH3:1][C:2]1[CH:7]=[C:6]([CH3:8])[CH:5]=[CH:4][C:3]=1[NH:9][C:10](=[O:33])[CH2:11][C@@H:12]([C:17]1[C:21]([CH:22]2[CH2:24][CH2:23]2)=[C:20]([CH:25]2[CH2:28][CH:27]([CH2:29][CH:30]([CH3:32])[CH3:31])[CH2:26]2)[O:19][N:18]=1)[CH2:13][CH2:14][C:15]#[N:16].C1(C)C(C)=CC=CC=1.C[Sn]([N:46]=[N+:47]=[N-:48])(C)C.